From a dataset of Full USPTO retrosynthesis dataset with 1.9M reactions from patents (1976-2016). Predict the reactants needed to synthesize the given product. (1) Given the product [Cl:1][C:2]1[CH:3]=[C:4]([CH:14]=[CH:15][C:16]=1[F:17])[CH2:5][O:6][C:7]1[N:8]=[CH:9][C:10]([NH:13][C:19]2[C:28]3[C:23](=[CH:24][C:25]([O:31][CH2:32][CH2:33][CH2:34][Cl:35])=[C:26]([O:29][CH3:30])[CH:27]=3)[N:22]=[CH:21][N:20]=2)=[CH:11][N:12]=1, predict the reactants needed to synthesize it. The reactants are: [Cl:1][C:2]1[CH:3]=[C:4]([CH:14]=[CH:15][C:16]=1[F:17])[CH2:5][O:6][C:7]1[N:12]=[CH:11][C:10]([NH2:13])=[CH:9][N:8]=1.Cl[C:19]1[C:28]2[C:23](=[CH:24][C:25]([O:31][CH2:32][CH2:33][CH2:34][Cl:35](=O)=O)=[C:26]([O:29][CH3:30])[CH:27]=2)[N:22]=[CH:21][N:20]=1.Cl. (2) Given the product [Cl:10][C:5]1[C:6]([S:8][CH3:9])=[N:7][C:2]([NH:20][C@@H:21]2[CH2:26][CH2:25][CH2:24][C@H:23]([C:27]([NH2:29])=[O:28])[CH2:22]2)=[N:3][CH:4]=1, predict the reactants needed to synthesize it. The reactants are: Cl[C:2]1[N:7]=[C:6]([S:8][CH3:9])[C:5]([Cl:10])=[CH:4][N:3]=1.CCN(C(C)C)C(C)C.[NH2:20][C@@H:21]1[CH2:26][CH2:25][CH2:24][C@H:23]([C:27]([NH2:29])=[O:28])[CH2:22]1.C(OCC)(=O)C.CCCCCC. (3) Given the product [NH2:2][C:3]1[C:8]([C:9]([N:24]([CH3:25])[CH3:23])=[O:10])=[C:7]([F:12])[C:6]([O:13][CH2:14][C:15]2[CH:20]=[CH:19][CH:18]=[CH:17][CH:16]=2)=[C:5]([F:21])[CH:4]=1, predict the reactants needed to synthesize it. The reactants are: Cl.[NH2:2][C:3]1[C:8]([C:9](O)=[O:10])=[C:7]([F:12])[C:6]([O:13][CH2:14][C:15]2[CH:20]=[CH:19][CH:18]=[CH:17][CH:16]=2)=[C:5]([F:21])[CH:4]=1.Cl.[CH3:23][NH:24][CH3:25].ON1C2C=CC=CC=2N=N1.Cl.C(N=C=NCCCN(C)C)C. (4) Given the product [Br:24][C:25]1[CH:26]=[CH:27][C:28]([C@H:29]2[C@H:30]([C:31]([O:33][CH2:34][CH3:35])=[O:32])[C:2]2([CH3:4])[CH3:3])=[CH:36][CH:37]=1, predict the reactants needed to synthesize it. The reactants are: [I-].[CH:2]([P+](C1C=CC=CC=1)(C1C=CC=CC=1)C1C=CC=CC=1)([CH3:4])[CH3:3].[Br:24][C:25]1[CH:37]=[CH:36][C:28]([CH:29]=[CH:30][C:31]([O:33][CH2:34][CH3:35])=[O:32])=[CH:27][CH:26]=1. (5) Given the product [N+:12]([C:4]1[C:5]2[C:10](=[CH:9][N:8]=[CH:7][CH:6]=2)[C:1]([OH:11])=[N:2][CH:3]=1)([O-:14])=[O:13], predict the reactants needed to synthesize it. The reactants are: [C:1]1(=[O:11])[C:10]2[C:5](=[CH:6][CH:7]=[N:8][CH:9]=2)[CH:4]=[CH:3][NH:2]1.[N+:12]([O-])([OH:14])=[O:13]. (6) Given the product [I-:5].[NH2:1][C:2]([S:3][CH2:6][C:7]1[N:8]=[C:9]([CH:12]2[CH2:13][CH2:14][N:15]([C:18]([O:20][C:21]([CH3:24])([CH3:23])[CH3:22])=[O:19])[CH2:16][CH2:17]2)[S:10][CH:11]=1)=[NH2+:4], predict the reactants needed to synthesize it. The reactants are: [NH2:1][C:2]([NH2:4])=[S:3].[I:5][CH2:6][C:7]1[N:8]=[C:9]([CH:12]2[CH2:17][CH2:16][N:15]([C:18]([O:20][C:21]([CH3:24])([CH3:23])[CH3:22])=[O:19])[CH2:14][CH2:13]2)[S:10][CH:11]=1. (7) The reactants are: [CH3:1][O:2][C:3]1[CH:8]=[CH:7][C:6](I)=[CH:5][CH:4]=1.[OH-:10].[Cs+]. Given the product [CH3:1][O:2][C:3]1[CH:8]=[CH:7][C:6]([OH:10])=[CH:5][CH:4]=1, predict the reactants needed to synthesize it.